This data is from Peptide-MHC class I binding affinity with 185,985 pairs from IEDB/IMGT. The task is: Regression. Given a peptide amino acid sequence and an MHC pseudo amino acid sequence, predict their binding affinity value. This is MHC class I binding data. (1) The peptide sequence is CAFVVYNL. The MHC is H-2-Kb with pseudo-sequence H-2-Kb. The binding affinity (normalized) is 0.533. (2) The peptide sequence is KPPRGVLLY. The MHC is HLA-A68:02 with pseudo-sequence HLA-A68:02. The binding affinity (normalized) is 0.0847. (3) The peptide sequence is LSAHDHEHKEV. The MHC is Mamu-A01 with pseudo-sequence Mamu-A01. The binding affinity (normalized) is 0. (4) The peptide sequence is GKAAICGKY. The MHC is HLA-B27:05 with pseudo-sequence HLA-B27:05. The binding affinity (normalized) is 0.303. (5) The peptide sequence is DYCLSLIVNL. The MHC is H-2-Kd with pseudo-sequence H-2-Kd. The binding affinity (normalized) is 0.149. (6) The peptide sequence is LILGLVLALV. The MHC is HLA-A02:02 with pseudo-sequence HLA-A02:02. The binding affinity (normalized) is 0.542. (7) The peptide sequence is GDPEVTFMW. The MHC is Mamu-B01 with pseudo-sequence Mamu-B01. The binding affinity (normalized) is 0. (8) The peptide sequence is LLQGVPFHV. The MHC is HLA-B08:01 with pseudo-sequence HLA-B08:01. The binding affinity (normalized) is 0.0847. (9) The peptide sequence is VSSLWSMIWP. The MHC is HLA-A01:01 with pseudo-sequence HLA-A01:01. The binding affinity (normalized) is 0.0727. (10) The MHC is Patr-A0401 with pseudo-sequence Patr-A0401. The peptide sequence is WSPQAQGIL. The binding affinity (normalized) is 0.